Dataset: Full USPTO retrosynthesis dataset with 1.9M reactions from patents (1976-2016). Task: Predict the reactants needed to synthesize the given product. (1) The reactants are: C(OC(OC(C)(C)C)=O)(OC(C)(C)C)=O.[NH2:16][C@H:17]1[CH2:22][CH2:21][C@H:20]([NH:23][C:24]2[CH:25]=[C:26]([N:43]([CH:53]3[CH2:55][CH2:54]3)CC3C=CC(OC)=CC=3)[C:27]3[N:28]([C:30]([C:33]([NH:35][C:36]4[CH:41]=[CH:40][N:39]=[CH:38][C:37]=4[F:42])=[O:34])=[CH:31][N:32]=3)[N:29]=2)[CH2:19][CH2:18]1.[N:56]1([C:62](OC(C)(C)C)=[O:63])[CH2:61][CH2:60][NH:59][CH2:58][CH2:57]1.C(O)(C(F)(F)F)=O. Given the product [CH:53]1([NH:43][C:26]2[C:27]3[N:28]([C:30]([C:33]([NH:35][C:36]4[CH:41]=[CH:40][N:39]=[CH:38][C:37]=4[F:42])=[O:34])=[CH:31][N:32]=3)[N:29]=[C:24]([NH:23][C@H:20]3[CH2:21][CH2:22][C@H:17]([NH:16][C:62]([N:56]4[CH2:61][CH2:60][NH:59][CH2:58][CH2:57]4)=[O:63])[CH2:18][CH2:19]3)[CH:25]=2)[CH2:54][CH2:55]1, predict the reactants needed to synthesize it. (2) Given the product [F:52][CH:36]([F:35])[C:37]1[N:41]([CH2:42][C:43]([NH:8][C@H:9]([C:19]2[C:24]([C:25]3[CH:26]=[CH:27][C:28]([F:34])=[C:29]([CH:33]=3)[C:30]([NH2:32])=[O:31])=[CH:23][CH:22]=[CH:21][N:20]=2)[CH2:10][C:11]2[CH:12]=[C:13]([F:18])[CH:14]=[C:15]([F:17])[CH:16]=2)=[O:44])[N:40]=[C:39]([C:46]2[CH:51]=[CH:50][CH:49]=[CH:48][CH:47]=2)[CH:38]=1, predict the reactants needed to synthesize it. The reactants are: FC(F)(F)C(O)=O.[NH2:8][C@H:9]([C:19]1[C:24]([C:25]2[CH:26]=[CH:27][C:28]([F:34])=[C:29]([CH:33]=2)[C:30]([NH2:32])=[O:31])=[CH:23][CH:22]=[CH:21][N:20]=1)[CH2:10][C:11]1[CH:16]=[C:15]([F:17])[CH:14]=[C:13]([F:18])[CH:12]=1.[F:35][CH:36]([F:52])[C:37]1[N:41]([CH2:42][C:43](O)=[O:44])[N:40]=[C:39]([C:46]2[CH:51]=[CH:50][CH:49]=[CH:48][CH:47]=2)[CH:38]=1. (3) Given the product [CH3:1][O:2][C:3]1[CH:21]=[C:20]([O:22][CH2:24][C:25]2[N:26]=[C:27]([C:31]3([OH:37])[CH2:36][CH2:35][O:34][CH2:33][CH2:32]3)[S:28][C:29]=2[CH3:30])[C:6]2[CH:7]=[C:8]([C:10]3[N:11]=[C:12]4[N:16]([CH:17]=3)[N:15]=[C:14]([O:18][CH3:19])[S:13]4)[O:9][C:5]=2[CH:4]=1, predict the reactants needed to synthesize it. The reactants are: [CH3:1][O:2][C:3]1[CH:4]=[C:5]2[O:9][C:8]([C:10]3[N:11]=[C:12]4[N:16]([CH:17]=3)[N:15]=[C:14]([O:18][CH3:19])[S:13]4)=[CH:7][C:6]2=[C:20]([OH:22])[CH:21]=1.O[CH2:24][C:25]1[N:26]=[C:27]([C:31]2([OH:37])[CH2:36][CH2:35][O:34][CH2:33][CH2:32]2)[S:28][C:29]=1[CH3:30].C(P(CCCC)CCCC)CCC.N(C(N1CCCCC1)=O)=NC(N1CCCCC1)=O. (4) The reactants are: FC1C=C(C[C@H](NC(=O)OC(C)(C)C)C2C(C3C=NC(NN)=CC=3)=CC=C(C#CC(O)(C)C)N=2)C=C(F)C=1.[Cl:39][C:40]1[CH:48]=[CH:47][C:46]([C:49]2[C:50]([C@@H:63]([NH:73]C(=O)OC(C)(C)C)[CH2:64][C:65]3[CH:70]=[C:69]([F:71])[CH:68]=[C:67]([F:72])[CH:66]=3)=[N:51][C:52]([C:57]#[C:58][C:59]([OH:62])([CH3:61])[CH3:60])=[C:53]([NH:55][CH3:56])[CH:54]=2)=[C:45]2[C:41]=1[C:42]([NH:82][S:83]([CH3:86])(=[O:85])=[O:84])=[N:43][N:44]2[CH3:81]. Given the product [NH2:73][C@H:63]([C:50]1[C:49]([C:46]2[CH:47]=[CH:48][C:40]([Cl:39])=[C:41]3[C:45]=2[N:44]([CH3:81])[N:43]=[C:42]3[NH:82][S:83]([CH3:86])(=[O:85])=[O:84])=[CH:54][C:53]([NH:55][CH3:56])=[C:52]([C:57]#[C:58][C:59]([OH:62])([CH3:60])[CH3:61])[N:51]=1)[CH2:64][C:65]1[CH:66]=[C:67]([F:72])[CH:68]=[C:69]([F:71])[CH:70]=1, predict the reactants needed to synthesize it. (5) Given the product [Cl:16][CH2:17][C:18]([N:5]1[C:4]2[CH:3]=[C:2]([Cl:1])[CH:15]=[CH:14][C:13]=2[S:12][C:11]2[C:6]1=[CH:7][CH:8]=[CH:9][CH:10]=2)=[O:19], predict the reactants needed to synthesize it. The reactants are: [Cl:1][C:2]1[CH:15]=[CH:14][C:13]2[S:12][C:11]3[C:6](=[CH:7][CH:8]=[CH:9][CH:10]=3)[NH:5][C:4]=2[CH:3]=1.[Cl:16][CH2:17][C:18](Cl)=[O:19]. (6) The reactants are: [F:1][C:2]1[CH:3]=[C:4]([CH:13]([NH:18]C(=O)OC(C)(C)C)[C:14]([OH:17])([CH3:16])[CH3:15])[CH:5]=[CH:6][C:7]=1[O:8][C:9]([F:12])([F:11])[F:10].[ClH:26].C(OCC)(=O)C. Given the product [ClH:26].[NH2:18][CH:13]([C:4]1[CH:5]=[CH:6][C:7]([O:8][C:9]([F:10])([F:11])[F:12])=[C:2]([F:1])[CH:3]=1)[C:14]([CH3:16])([OH:17])[CH3:15], predict the reactants needed to synthesize it.